This data is from Full USPTO retrosynthesis dataset with 1.9M reactions from patents (1976-2016). The task is: Predict the reactants needed to synthesize the given product. Given the product [ClH:1].[Cl:1][C:2]1[CH:7]=[C:6]([C:8]2[C:9](=[O:29])[O:10][C:11]3([CH2:18][CH2:17][CH2:16][NH:15][CH2:14]3)[C:12]=2[OH:13])[C:5]([CH3:30])=[CH:4][C:3]=1[C:31]1[CH:36]=[CH:35][CH:34]=[C:33]([S:37]([CH3:40])(=[O:38])=[O:39])[CH:32]=1, predict the reactants needed to synthesize it. The reactants are: [Cl:1][C:2]1[CH:7]=[C:6]([C:8]2[C:9](=[O:29])[O:10][C:11]3([CH2:18][CH2:17][CH2:16][N:15](C(OCC4C=CC=CC=4)=O)[CH2:14]3)[C:12]=2[OH:13])[C:5]([CH3:30])=[CH:4][C:3]=1[C:31]1[CH:36]=[CH:35][CH:34]=[C:33]([S:37]([CH3:40])(=[O:39])=[O:38])[CH:32]=1.